Dataset: NCI-60 drug combinations with 297,098 pairs across 59 cell lines. Task: Regression. Given two drug SMILES strings and cell line genomic features, predict the synergy score measuring deviation from expected non-interaction effect. (1) Drug 1: CN1C2=C(C=C(C=C2)N(CCCl)CCCl)N=C1CCCC(=O)O.Cl. Drug 2: COC1=C2C(=CC3=C1OC=C3)C=CC(=O)O2. Cell line: T-47D. Synergy scores: CSS=-0.322, Synergy_ZIP=-2.17, Synergy_Bliss=-4.46, Synergy_Loewe=-6.67, Synergy_HSA=-5.13. (2) Drug 1: CC1OCC2C(O1)C(C(C(O2)OC3C4COC(=O)C4C(C5=CC6=C(C=C35)OCO6)C7=CC(=C(C(=C7)OC)O)OC)O)O. Drug 2: CC1=C(C(=O)C2=C(C1=O)N3CC4C(C3(C2COC(=O)N)OC)N4)N. Cell line: OVCAR-5. Synergy scores: CSS=37.9, Synergy_ZIP=-12.2, Synergy_Bliss=-8.03, Synergy_Loewe=-11.8, Synergy_HSA=-4.51. (3) Drug 1: CC1=C2C(C(=O)C3(C(CC4C(C3C(C(C2(C)C)(CC1OC(=O)C(C(C5=CC=CC=C5)NC(=O)OC(C)(C)C)O)O)OC(=O)C6=CC=CC=C6)(CO4)OC(=O)C)O)C)O. Drug 2: C1CCC(C(C1)N)N.C(=O)(C(=O)[O-])[O-].[Pt+4]. Cell line: NCI-H522. Synergy scores: CSS=26.8, Synergy_ZIP=-4.08, Synergy_Bliss=0.982, Synergy_Loewe=2.51, Synergy_HSA=2.24. (4) Drug 1: C1CN(CCN1C(=O)CCBr)C(=O)CCBr. Drug 2: CC1=C(C(=O)C2=C(C1=O)N3CC4C(C3(C2COC(=O)N)OC)N4)N. Cell line: COLO 205. Synergy scores: CSS=46.1, Synergy_ZIP=-10.3, Synergy_Bliss=-9.28, Synergy_Loewe=1.45, Synergy_HSA=1.77. (5) Drug 1: C1=C(C(=O)NC(=O)N1)F. Drug 2: CCCCC(=O)OCC(=O)C1(CC(C2=C(C1)C(=C3C(=C2O)C(=O)C4=C(C3=O)C=CC=C4OC)O)OC5CC(C(C(O5)C)O)NC(=O)C(F)(F)F)O. Cell line: MOLT-4. Synergy scores: CSS=25.7, Synergy_ZIP=6.35, Synergy_Bliss=1.83, Synergy_Loewe=5.10, Synergy_HSA=5.29. (6) Drug 1: CN1C2=C(C=C(C=C2)N(CCCl)CCCl)N=C1CCCC(=O)O.Cl. Drug 2: CC12CCC3C(C1CCC2O)C(CC4=C3C=CC(=C4)O)CCCCCCCCCS(=O)CCCC(C(F)(F)F)(F)F. Cell line: ACHN. Synergy scores: CSS=4.76, Synergy_ZIP=0.694, Synergy_Bliss=6.81, Synergy_Loewe=3.91, Synergy_HSA=4.01.